Regression. Given a peptide amino acid sequence and an MHC pseudo amino acid sequence, predict their binding affinity value. This is MHC class II binding data. From a dataset of Peptide-MHC class II binding affinity with 134,281 pairs from IEDB. (1) The peptide sequence is DGQGKAVWGKNSCAK. The MHC is HLA-DQA10102-DQB10602 with pseudo-sequence HLA-DQA10102-DQB10602. The binding affinity (normalized) is 0.115. (2) The peptide sequence is VPEKYTIGATYAPEE. The MHC is HLA-DQA10102-DQB10602 with pseudo-sequence HLA-DQA10102-DQB10602. The binding affinity (normalized) is 0.0988. (3) The peptide sequence is DIIEGPVKNVAVPLY. The MHC is HLA-DPA10103-DPB10401 with pseudo-sequence HLA-DPA10103-DPB10401. The binding affinity (normalized) is 0.0570. (4) The MHC is DRB3_0101 with pseudo-sequence DRB3_0101. The peptide sequence is SDYVYEPFPKRVWEQ. The binding affinity (normalized) is 0.431. (5) The peptide sequence is FARIETAFANLYPGE. The MHC is DRB1_1101 with pseudo-sequence DRB1_1101. The binding affinity (normalized) is 0.219. (6) The peptide sequence is GCAINFGKRELKCGD. The MHC is HLA-DQA10501-DQB10402 with pseudo-sequence HLA-DQA10501-DQB10402. The binding affinity (normalized) is 0. (7) The peptide sequence is NPKNFQTMPGTFQTT. The MHC is DRB1_0101 with pseudo-sequence DRB1_0101. The binding affinity (normalized) is 0.640. (8) The peptide sequence is NPTDTGHGTVVMQVK. The MHC is DRB1_1501 with pseudo-sequence DRB1_1501. The binding affinity (normalized) is 0.0214.